From a dataset of Full USPTO retrosynthesis dataset with 1.9M reactions from patents (1976-2016). Predict the reactants needed to synthesize the given product. (1) Given the product [CH2:1]([O:3][C:4]([N:6]1[CH2:13][CH:12]2[CH:8]([CH2:9][C:10]3[C:16]([CH2:17][OH:18])=[C:15]([Br:30])[S:14][C:11]=32)[CH2:7]1)=[O:5])[CH3:2], predict the reactants needed to synthesize it. The reactants are: [CH2:1]([O:3][C:4]([N:6]1[CH2:13][CH:12]2[CH:8]([CH2:9][C:10]3[C:16]([CH2:17][OH:18])=[CH:15][S:14][C:11]=32)[CH2:7]1)=[O:5])[CH3:2].CC(O)=O.C1C(=O)N([Br:30])C(=O)C1. (2) Given the product [CH3:24][O:23][C:20]1[CH:21]=[CH:22][C:17]([CH2:16][N:15]([CH2:25][C:26]2[CH:31]=[CH:30][C:29]([O:32][CH3:33])=[CH:28][CH:27]=2)[C:10]2[N:9]=[C:8]([C:7]3[C:2]([NH:46][C:47]4[CH:52]=[N:51][C:50]([O:53][CH3:54])=[CH:49][CH:48]=4)=[N:3][CH:4]=[C:5]([CH:34]([C:36]4[CH:41]=[CH:40][C:39]([S:42]([CH3:45])(=[O:43])=[O:44])=[CH:38][CH:37]=4)[CH3:35])[CH:6]=3)[N:13]=[C:12]([CH3:14])[N:11]=2)=[CH:18][CH:19]=1, predict the reactants needed to synthesize it. The reactants are: F[C:2]1[C:7]([C:8]2[N:13]=[C:12]([CH3:14])[N:11]=[C:10]([N:15]([CH2:25][C:26]3[CH:31]=[CH:30][C:29]([O:32][CH3:33])=[CH:28][CH:27]=3)[CH2:16][C:17]3[CH:22]=[CH:21][C:20]([O:23][CH3:24])=[CH:19][CH:18]=3)[N:9]=2)=[CH:6][C:5]([CH:34]([C:36]2[CH:41]=[CH:40][C:39]([S:42]([CH3:45])(=[O:44])=[O:43])=[CH:38][CH:37]=2)[CH3:35])=[CH:4][N:3]=1.[NH2:46][C:47]1[CH:48]=[CH:49][C:50]([O:53][CH3:54])=[N:51][CH:52]=1.C[Si]([N-][Si](C)(C)C)(C)C.[Li+]. (3) Given the product [Br:42][C:11]1[C:10]2[NH:9][C:8](=[O:13])[C:7]3[S:14][CH:15]=[CH:16][C:6]=3[C:5]=2[C:4]([C:17]2[CH:22]=[CH:21][C:20]([C@H:23]([CH3:34])[CH2:24][N:25]([CH3:33])[C:26](=[O:32])[O:27][C:28]([CH3:29])([CH3:30])[CH3:31])=[CH:19][CH:18]=2)=[C:3]([O:2][CH3:1])[CH:12]=1, predict the reactants needed to synthesize it. The reactants are: [CH3:1][O:2][C:3]1[CH:12]=[CH:11][C:10]2[NH:9][C:8](=[O:13])[C:7]3[S:14][CH:15]=[CH:16][C:6]=3[C:5]=2[C:4]=1[C:17]1[CH:22]=[CH:21][C:20]([C@H:23]([CH3:34])[CH2:24][N:25]([CH3:33])[C:26](=[O:32])[O:27][C:28]([CH3:31])([CH3:30])[CH3:29])=[CH:19][CH:18]=1.C1C(=O)N([Br:42])C(=O)C1. (4) The reactants are: [CH3:1][O:2][C:3]1[CH:4]=[C:5]([CH:23]=[C:24]([O:28][CH3:29])[C:25]=1[O:26][CH3:27])[C:6]([C:8]1[C:12]2[CH:13]=[CH:14][C:15]([O:21][CH3:22])=[C:16]([O:17]C(C)C)[C:11]=2[O:10][CH:9]=1)=[O:7].[Cl-].[Al+3].[Cl-].[Cl-]. Given the product [CH3:1][O:2][C:3]1[CH:4]=[C:5]([CH:23]=[C:24]([O:28][CH3:29])[C:25]=1[O:26][CH3:27])[C:6]([C:8]1[C:12]2[CH:13]=[CH:14][C:15]([O:21][CH3:22])=[C:16]([OH:17])[C:11]=2[O:10][CH:9]=1)=[O:7], predict the reactants needed to synthesize it. (5) Given the product [CH3:1][O:2][C:3]1[CH:4]=[C:5]2[C:10](=[CH:11][CH:12]=1)[CH:9]=[C:8]([C:17]1[CH:18]=[N:19][CH:20]=[C:21]([O:23][CH2:24][CH2:25][F:26])[CH:22]=1)[CH:7]=[CH:6]2, predict the reactants needed to synthesize it. The reactants are: [CH3:1][O:2][C:3]1[CH:4]=[C:5]2[C:10](=[CH:11][CH:12]=1)[CH:9]=[C:8](B(O)O)[CH:7]=[CH:6]2.Br[C:17]1[CH:18]=[N:19][CH:20]=[C:21]([O:23][CH2:24][CH2:25][F:26])[CH:22]=1.C([O-])([O-])=O.[Na+].[Na+]. (6) Given the product [Br:1][C:2]1[CH:8]=[CH:7][C:5]([NH:6][C:22](=[O:23])[C:21]([F:32])([F:31])[F:20])=[C:4]([N+:9]([O-:11])=[O:10])[C:3]=1[F:12], predict the reactants needed to synthesize it. The reactants are: [Br:1][C:2]1[CH:8]=[CH:7][C:5]([NH2:6])=[C:4]([N+:9]([O-:11])=[O:10])[C:3]=1[F:12].C(N(CC)CC)C.[F:20][C:21]([F:32])([F:31])[C:22](O[C:22](=[O:23])[C:21]([F:32])([F:31])[F:20])=[O:23]. (7) Given the product [Cl:3][C:4]1[C:5]([Cl:19])=[CH:6][C:7]2[S:12](=[O:14])(=[O:13])[NH:11][CH2:10][N:9]([CH:15]3[CH2:16][CH2:17]3)[C:8]=2[CH:18]=1, predict the reactants needed to synthesize it. The reactants are: [BH4-].[Na+].[Cl:3][C:4]1[C:5]([Cl:19])=[CH:6][C:7]2[S:12](=[O:14])(=[O:13])[N:11]=[CH:10][N:9]([CH:15]3[CH2:17][CH2:16]3)[C:8]=2[CH:18]=1.